Dataset: Reaction yield outcomes from USPTO patents with 853,638 reactions. Task: Predict the reaction yield, written as a fraction of the theoretical maximum amount of product (1.0 means a 100% yield; for example, 0.34 means a 34% yield). (1) The reactants are [C:1]([C:3]1[C:11]2[C:6](=[CH:7][C:8]([O:12][CH2:13][CH2:14][CH2:15]I)=[CH:9][CH:10]=2)[N:5]([CH:17]2[CH2:20][CH2:19][CH2:18]2)[C:4]=1[C:21]1[CH:26]=[CH:25][C:24]([NH:27][C:28]([NH:30][CH:31]([CH3:33])[CH3:32])=[O:29])=[CH:23][CH:22]=1)#[N:2].[NH:34]1[CH:38]=[N:37][CH:36]=[N:35]1.[Na]. The catalyst is CN(C=O)C. The product is [C:1]([C:3]1[C:11]2[C:6](=[CH:7][C:8]([O:12][CH2:13][CH2:14][CH2:15][N:34]3[CH:38]=[N:37][CH:36]=[N:35]3)=[CH:9][CH:10]=2)[N:5]([CH:17]2[CH2:20][CH2:19][CH2:18]2)[C:4]=1[C:21]1[CH:26]=[CH:25][C:24]([NH:27][C:28]([NH:30][CH:31]([CH3:33])[CH3:32])=[O:29])=[CH:23][CH:22]=1)#[N:2]. The yield is 0.400. (2) The product is [O:32]=[C:26]1[CH:25]([N:18]2[C:17](=[O:33])[C:16]3[C:20](=[CH:21][CH:22]=[CH:23][C:15]=3[CH2:14][NH:13][C:39]([C:35]3[O:34][CH:38]=[CH:37][CH:36]=3)=[O:40])[C:19]2=[O:24])[CH2:30][CH2:29][C:28](=[O:31])[NH:27]1. The catalyst is CC#N. The reactants are N12CCCN=C1CCCCC2.Cl.[NH2:13][CH2:14][C:15]1[CH:23]=[CH:22][CH:21]=[C:20]2[C:16]=1[C:17](=[O:33])[N:18]([CH:25]1[CH2:30][CH2:29][C:28](=[O:31])[NH:27][C:26]1=[O:32])[C:19]2=[O:24].[O:34]1[CH:38]=[CH:37][CH:36]=[C:35]1[C:39](Cl)=[O:40]. The yield is 0.730. (3) The reactants are [C:1]([O:5][C:6]([N:8]1[CH:12]=[CH:11][CH:10]=[C:9]1[C:13]1[CH:14]=[C:15]2[C:19](=[CH:20][CH:21]=1)[NH:18][C:17](=[O:22])[C:16]2([CH3:24])[CH3:23])=[O:7])([CH3:4])([CH3:3])[CH3:2].ClS([N:29]=[C:30]=O)(=O)=O.CN(C=O)C.O. The catalyst is C1COCC1. The product is [C:1]([O:5][C:6]([N:8]1[CH:12]=[CH:11][CH2:10][C:9]1([C:13]1[CH:14]=[C:15]2[C:19](=[CH:20][CH:21]=1)[NH:18][C:17](=[O:22])[C:16]2([CH3:24])[CH3:23])[C:30]#[N:29])=[O:7])([CH3:4])([CH3:2])[CH3:3]. The yield is 0.500. (4) The reactants are [C:1]1([CH:7]=[CH:8][C:9](Cl)=[O:10])[CH:6]=[CH:5][CH:4]=[CH:3][CH:2]=1.COC(=O)[C:15]([C:17]1[CH:22]=[CH:21][CH:20]=[C:19]([NH2:23])[CH:18]=1)=[CH2:16].[C:25]([O-:28])(O)=[O:26].[Na+].O1CCC[CH2:31]1. The catalyst is O. The product is [CH3:31][O:28][C:25](=[O:26])[CH:16]=[CH:15][C:17]1[CH:22]=[CH:21][CH:20]=[C:19]([NH:23][C:9](=[O:10])[CH:8]=[CH:7][C:1]2[CH:6]=[CH:5][CH:4]=[CH:3][CH:2]=2)[CH:18]=1. The yield is 0.700. (5) The yield is 0.680. The catalyst is CCOCC.C(Cl)Cl. The product is [C:8]([O:9][C@H:8]1[C@H:10]([O:11][C:5](=[O:13])[CH3:6])[C@@H:12]([CH2:14][O:15][C:14](=[O:15])[CH3:12])[O:13][C@H:5]([O:77][C@H:32]2[C@@H:31]([O:30][C:22](=[O:29])[C:23]3[CH:24]=[CH:25][CH:26]=[CH:27][CH:28]=3)[C@H:48]([O:49][CH2:50][C:51]3[CH:56]=[CH:55][C:54]([Br:57])=[CH:53][CH:52]=3)[C@@H:47]([C@H:58]([CH2:67][O:68][C:69](=[O:76])[C:70]3[CH:75]=[CH:74][CH:73]=[CH:72][CH:71]=3)[O:59][CH2:60][C:61]3[CH:62]=[CH:63][CH:64]=[CH:65][CH:66]=3)[O:46][CH:33]2[S:34][C:35]2[CH:40]=[C:39]([C:41]([CH3:43])([CH3:44])[CH3:42])[CH:38]=[CH:37][C:36]=2[CH3:45])[C@@H:6]1[N:16]=[N+:17]=[N-:18])(=[O:9])[CH3:10]. The reactants are ClC(Cl)(Cl)C(=N)O[CH:5]1[O:13][C@H:12]([CH2:14][OH:15])[C@@H:10]([OH:11])[C@H:8]([OH:9])[C@@:6]1([N:16]=[N+:17]=[N-:18])O.[C:22]([O:30][C@H:31]1[C@H:48]([O:49][CH2:50][C:51]2[CH:56]=[CH:55][C:54]([Br:57])=[CH:53][CH:52]=2)[C@@H:47]([C@H:58]([CH2:67][O:68][C:69](=[O:76])[C:70]2[CH:75]=[CH:74][CH:73]=[CH:72][CH:71]=2)[O:59][CH2:60][C:61]2[CH:66]=[CH:65][CH:64]=[CH:63][CH:62]=2)[O:46][CH:33]([S:34][C:35]2[CH:40]=[C:39]([C:41]([CH3:44])([CH3:43])[CH3:42])[CH:38]=[CH:37][C:36]=2[CH3:45])[C@H:32]1[OH:77])(=[O:29])[C:23]1[CH:28]=[CH:27][CH:26]=[CH:25][CH:24]=1.[Si](OS(C(F)(F)F)(=O)=O)(C)(C)C. (6) The reactants are Br[CH2:2][C:3]1[CH:4]=[C:5]([CH:36]=[CH:37][CH:38]=1)[C:6]([NH:8][C:9]1[CH:29]=[CH:28][C:27]([N:30]2[CH2:35][CH2:34][CH2:33][CH2:32][CH2:31]2)=[CH:26][C:10]=1[C:11]([NH:13][C:14]1[CH:15]=[N:16][C:17]([C:20]2[CH:25]=[CH:24][CH:23]=[CH:22][CH:21]=2)=[N:18][CH:19]=1)=[O:12])=[O:7].[SH:39][C:40]1[CH:41]=[C:42]([CH:46]=[CH:47][CH:48]=1)[C:43]([OH:45])=[O:44].C(N(CC)CC)C. The catalyst is CN(C)C=O.O. The product is [C:20]1([C:17]2[N:18]=[CH:19][C:14]([NH:13][C:11]([C:10]3[CH:26]=[C:27]([N:30]4[CH2:35][CH2:34][CH2:33][CH2:32][CH2:31]4)[CH:28]=[CH:29][C:9]=3[NH:8][C:6]([C:5]3[CH:4]=[C:3]([CH:38]=[CH:37][CH:36]=3)[CH2:2][S:39][C:40]3[CH:41]=[C:42]([CH:46]=[CH:47][CH:48]=3)[C:43]([OH:45])=[O:44])=[O:7])=[O:12])=[CH:15][N:16]=2)[CH:21]=[CH:22][CH:23]=[CH:24][CH:25]=1. The yield is 0.170. (7) The reactants are [Cl:1][C:2]1[CH:7]=[CH:6][C:5]([C:8]2[CH:9]=[N:10][C:11]3[C:16]([N:17]=2)=[CH:15][C:14]([C:18]([C:20]2[C:21]([F:41])=[C:22]([N:28](S(CCC)(=O)=O)[S:29]([CH2:32][CH2:33][CH3:34])(=[O:31])=[O:30])[CH:23]=[C:24]([F:27])[C:25]=2[F:26])=[O:19])=[CH:13][CH:12]=3)=[CH:4][CH:3]=1.[OH-].[Na+]. The catalyst is CO. The product is [Cl:1][C:2]1[CH:7]=[CH:6][C:5]([C:8]2[CH:9]=[N:10][C:11]3[C:16]([N:17]=2)=[CH:15][C:14]([C:18]([C:20]2[C:21]([F:41])=[C:22]([NH:28][S:29]([CH2:32][CH2:33][CH3:34])(=[O:31])=[O:30])[CH:23]=[C:24]([F:27])[C:25]=2[F:26])=[O:19])=[CH:13][CH:12]=3)=[CH:4][CH:3]=1. The yield is 0.602. (8) The reactants are [Cl:1][C:2]1[N:7]=[C:6]2[CH2:8][C:9](=[O:11])[NH:10][C:5]2=[CH:4][CH:3]=1.[N:12]1[CH:17]=[CH:16][C:15](/[CH:18]=[CH:19]/[C:20]2[C:28]3[C:23](=[CH:24][C:25]([CH:29]=O)=[CH:26][CH:27]=3)[NH:22][N:21]=2)=[CH:14][CH:13]=1. No catalyst specified. The product is [Cl:1][C:2]1[N:7]=[C:6]2[C:8](=[CH:29][C:25]3[CH:24]=[C:23]4[C:28]([C:20](/[CH:19]=[CH:18]/[C:15]5[CH:14]=[CH:13][N:12]=[CH:17][CH:16]=5)=[N:21][NH:22]4)=[CH:27][CH:26]=3)[C:9](=[O:11])[NH:10][C:5]2=[CH:4][CH:3]=1. The yield is 0.840. (9) The product is [Cl:1][C:2]1[CH:8]=[CH:7][C:5]([NH:6][C:20](=[O:25])[C:21]([CH3:24])([CH3:23])[CH3:22])=[CH:4][C:3]=1[C:9]([F:10])([F:11])[F:12]. The reactants are [Cl:1][C:2]1[CH:8]=[CH:7][C:5]([NH2:6])=[CH:4][C:3]=1[C:9]([F:12])([F:11])[F:10].C(N(CC)CC)C.[C:20](Cl)(=[O:25])[C:21]([CH3:24])([CH3:23])[CH3:22]. The catalyst is C1COCC1. The yield is 0.950.